Dataset: Full USPTO retrosynthesis dataset with 1.9M reactions from patents (1976-2016). Task: Predict the reactants needed to synthesize the given product. (1) Given the product [CH3:1][S:2]([C:5]1[CH:6]=[CH:7][C:8](/[C:11](=[CH:17]\[CH:18]2[CH2:23][CH2:22][O:21][CH2:20][CH2:19]2)/[C:12]([OH:14])=[O:13])=[CH:9][CH:10]=1)(=[O:4])=[O:3], predict the reactants needed to synthesize it. The reactants are: [CH3:1][S:2]([C:5]1[CH:10]=[CH:9][C:8](/[C:11](=[CH:17]\[CH:18]2[CH2:23][CH2:22][O:21][CH2:20][CH2:19]2)/[C:12]([O:14]CC)=[O:13])=[CH:7][CH:6]=1)(=[O:4])=[O:3].[OH-].[Na+]. (2) Given the product [CH2:12]([O:19][C:20](=[O:23])[CH2:21][N:22]1[CH2:38][CH2:37][CH2:36][CH:32]([Br:31])[C:33]1=[O:34])[C:13]1[CH:18]=[CH:17][CH:16]=[CH:15][CH:14]=1, predict the reactants needed to synthesize it. The reactants are: S(C1C=CC(C)=CC=1)(O)(=O)=O.[CH2:12]([O:19][C:20](=[O:23])[CH2:21][NH2:22])[C:13]1[CH:18]=[CH:17][CH:16]=[CH:15][CH:14]=1.C(N(CC)CC)C.[Br:31][CH:32]([CH2:36][CH2:37][CH2:38]Br)[C:33](Cl)=[O:34].[OH-].[Na+].C(=O)([O-])O.C([N+](CCCC)(CCCC)CCCC)CCC. (3) Given the product [C:14]([N:10]1[CH2:11][CH2:12][CH2:13][CH:8]([C:5]2[N:4]=[C:3]([C:27]3[CH:28]=[CH:29][C:30]([NH:33][C:34]([C:36]4[C:37](=[O:49])[N:38]([C:43]5[CH:44]=[CH:45][CH:46]=[CH:47][CH:48]=5)[N:39]([CH3:42])[C:40]=4[CH3:41])=[O:35])=[CH:31][CH:32]=3)[C:2]([NH2:1])=[N:7][CH:6]=2)[CH2:9]1)(=[O:26])[CH:15]=[CH2:16], predict the reactants needed to synthesize it. The reactants are: [NH2:1][C:2]1[C:3]([C:27]2[CH:32]=[CH:31][C:30]([NH:33][C:34]([C:36]3[C:37](=[O:49])[N:38]([C:43]4[CH:48]=[CH:47][CH:46]=[CH:45][CH:44]=4)[N:39]([CH3:42])[C:40]=3[CH3:41])=[O:35])=[CH:29][CH:28]=2)=[N:4][C:5]([CH:8]2[CH2:13][CH2:12][CH2:11][N:10]([C:14](=[O:26])[CH2:15][CH2:16]S(C3C=CC=CC=3)(=O)=O)[CH2:9]2)=[CH:6][N:7]=1.C(O[K])(C)(C)C. (4) The reactants are: [Br:1][C:2]1[C:11]2[C:6](=[CH:7][CH:8]=[CH:9][CH:10]=2)[C:5]([C:12]2[CH:17]=[CH:16][C:15]([Cl:18])=[CH:14][CH:13]=2)=[C:4]([CH:19]([OH:24])[C:20]([O:22][CH3:23])=[O:21])[C:3]=1[CH3:25].[C:26](OC(C)=O)([CH3:29])([CH3:28])[CH3:27].C([O-])(O)=O.[Na+]. Given the product [Br:1][C:2]1[C:11]2[C:6](=[CH:7][CH:8]=[CH:9][CH:10]=2)[C:5]([C:12]2[CH:13]=[CH:14][C:15]([Cl:18])=[CH:16][CH:17]=2)=[C:4]([CH:19]([O:24][C:26]([CH3:29])([CH3:28])[CH3:27])[C:20]([O:22][CH3:23])=[O:21])[C:3]=1[CH3:25], predict the reactants needed to synthesize it. (5) Given the product [NH2:1][C:2]1[N:7]=[C:6]([NH:27][CH2:23][CH2:24][CH2:25][CH3:26])[C:5]([CH2:9][C:10]2[CH:19]=[CH:18][C:13]([C:14]([O:16][CH3:17])=[O:15])=[CH:12][C:11]=2[O:20][CH3:21])=[C:4]([CH3:22])[N:3]=1, predict the reactants needed to synthesize it. The reactants are: [NH2:1][C:2]1[N:7]=[C:6](Cl)[C:5]([CH2:9][C:10]2[CH:19]=[CH:18][C:13]([C:14]([O:16][CH3:17])=[O:15])=[CH:12][C:11]=2[O:20][CH3:21])=[C:4]([CH3:22])[N:3]=1.[CH2:23]([NH2:27])[CH2:24][CH2:25][CH3:26].